Dataset: Forward reaction prediction with 1.9M reactions from USPTO patents (1976-2016). Task: Predict the product of the given reaction. Given the reactants [Cl:1][C:2]1[CH:3]=[CH:4][C:5]([OH:33])=[C:6]([C:8]2[C:12]([C:13]#[C:14][C:15]3[CH:20]=[CH:19][C:18]([NH:21][C:22]([C@@H:24]4[CH2:29][CH2:28][CH2:27][CH2:26][NH:25]4)=[O:23])=[CH:17][CH:16]=3)=[CH:11][N:10]([CH2:30][CH2:31][OH:32])[N:9]=2)[CH:7]=1.[NH:34]([C:45]([O:47][C:48]([CH3:51])([CH3:50])[CH3:49])=[O:46])[C@@H:35]([C:42](O)=[O:43])[C:36]1[CH:41]=[CH:40][CH:39]=[CH:38][CH:37]=1.CC(C)N=C=NC(C)C, predict the reaction product. The product is: [C:48]([O:47][C:45](=[O:46])[NH:34][C@H:35]([C:36]1[CH:37]=[CH:38][CH:39]=[CH:40][CH:41]=1)[C:42]([N:25]1[CH2:26][CH2:27][CH2:28][CH2:29][C@H:24]1[C:22](=[O:23])[NH:21][C:18]1[CH:17]=[CH:16][C:15]([C:14]#[C:13][C:12]2[C:8]([C:6]3[CH:7]=[C:2]([Cl:1])[CH:3]=[CH:4][C:5]=3[OH:33])=[N:9][N:10]([CH2:30][CH2:31][OH:32])[CH:11]=2)=[CH:20][CH:19]=1)=[O:43])([CH3:51])([CH3:49])[CH3:50].